Dataset: Forward reaction prediction with 1.9M reactions from USPTO patents (1976-2016). Task: Predict the product of the given reaction. (1) The product is: [F:1][C:2]1[CH:3]=[C:4]([N+:19]([O-:21])=[O:20])[C:5]([NH:9][C@H:10]([C:12]2[CH:17]=[CH:16][C:15]([F:18])=[CH:14][N:13]=2)[CH2:11][OH:31])=[N:6][C:7]=1[F:8]. Given the reactants [F:1][C:2]1[CH:3]=[C:4]([N+:19]([O-:21])=[O:20])[C:5]([NH:9][C@H:10]([C:12]2[CH:17]=[CH:16][C:15]([F:18])=[CH:14][N:13]=2)[CH3:11])=[N:6][C:7]=1[F:8].FC1C(F)=CC([N+]([O-])=[O:31])=C(F)N=1.Cl.N[C@H](C1C=CC(F)=CN=1)CO, predict the reaction product. (2) Given the reactants [Br:1][C:2]1[CH:3]=[C:4]([NH2:9])[C:5]([NH2:8])=[N:6][CH:7]=1.[OH:10][CH2:11][CH2:12][O:13][C:14]1[CH:21]=[CH:20][C:17]([CH:18]=O)=[CH:16][CH:15]=1, predict the reaction product. The product is: [Br:1][C:2]1[CH:3]=[C:4]2[N:9]=[C:18]([C:17]3[CH:20]=[CH:21][C:14]([O:13][CH2:12][CH2:11][OH:10])=[CH:15][CH:16]=3)[NH:8][C:5]2=[N:6][CH:7]=1. (3) The product is: [C:14]([O:18][C:19]([N:21]1[CH2:22][CH2:23][CH:24]([N:27]2[C:31]3=[N:32][CH:33]=[N:34][C:35]([O:13][C:10]4[CH:11]=[CH:12][C:7]([C:4]5[N:3]=[C:2]([CH3:1])[O:6][N:5]=5)=[CH:8][CH:9]=4)=[C:30]3[CH:29]=[N:28]2)[CH2:25][CH2:26]1)=[O:20])([CH3:17])([CH3:15])[CH3:16]. Given the reactants [CH3:1][C:2]1[O:6][N:5]=[C:4]([C:7]2[CH:12]=[CH:11][C:10]([OH:13])=[CH:9][CH:8]=2)[N:3]=1.[C:14]([O:18][C:19]([N:21]1[CH2:26][CH2:25][CH:24]([N:27]2[C:31]3=[N:32][CH:33]=[N:34][C:35](Cl)=[C:30]3[CH:29]=[N:28]2)[CH2:23][CH2:22]1)=[O:20])([CH3:17])([CH3:16])[CH3:15].C(=O)([O-])[O-].[K+].[K+].C(=O)([O-])[O-].[Na+].[Na+], predict the reaction product. (4) Given the reactants [NH2:1][C:2]1[CH:7]=[C:6]([C:8]([F:11])([F:10])[F:9])[CH:5]=[CH:4][C:3]=1[NH:12][C:13]1[CH:21]=[C:20]([Cl:22])[CH:19]=[CH:18][C:14]=1[C:15](O)=[O:16].CC1C=CC(S(O)(=O)=O)=CC=1.O, predict the reaction product. The product is: [Cl:22][C:20]1[CH:19]=[CH:18][C:14]2[C:15](=[O:16])[NH:1][C:2]3[CH:7]=[C:6]([C:8]([F:11])([F:10])[F:9])[CH:5]=[CH:4][C:3]=3[NH:12][C:13]=2[CH:21]=1. (5) Given the reactants C([O:4][C:5]1[CH:6]=[C:7]2[C:12](=[CH:13][CH:14]=1)[N:11]=[C:10]([C:15]1[CH:20]=[CH:19][CH:18]=[C:17]([NH:21][C:22](=[O:29])[C:23]3[CH:28]=[CH:27][CH:26]=[N:25][CH:24]=3)[CH:16]=1)[N:9]=[C:8]2[NH:30][C:31]1[CH:32]=[C:33]2[C:37](=[CH:38][CH:39]=1)[N:36]([C:40]([O-])=[O:41])[N:35]=[CH:34]2)(=O)C.[NH4+].[OH-:44], predict the reaction product. The product is: [OH:4][C:5]1[CH:6]=[C:7]2[C:12](=[CH:13][CH:14]=1)[N:11]=[C:10]([C:15]1[CH:20]=[CH:19][CH:18]=[C:17]([NH:21][C:22](=[O:29])[C:23]3[CH:28]=[CH:27][CH:26]=[N:25][CH:24]=3)[CH:16]=1)[N:9]=[C:8]2[NH:30][C:31]1[CH:32]=[C:33]2[C:37](=[CH:38][CH:39]=1)[N:36]([C:40]([O:44][C:7]([CH3:12])([CH3:8])[CH3:6])=[O:41])[N:35]=[CH:34]2.